From a dataset of NCI-60 drug combinations with 297,098 pairs across 59 cell lines. Regression. Given two drug SMILES strings and cell line genomic features, predict the synergy score measuring deviation from expected non-interaction effect. (1) Drug 1: C1CCC(C(C1)N)N.C(=O)(C(=O)[O-])[O-].[Pt+4]. Drug 2: COCCOC1=C(C=C2C(=C1)C(=NC=N2)NC3=CC=CC(=C3)C#C)OCCOC.Cl. Cell line: HOP-62. Synergy scores: CSS=15.2, Synergy_ZIP=-5.43, Synergy_Bliss=-2.59, Synergy_Loewe=-9.56, Synergy_HSA=-6.32. (2) Drug 1: CC1=C2C(C(=O)C3(C(CC4C(C3C(C(C2(C)C)(CC1OC(=O)C(C(C5=CC=CC=C5)NC(=O)OC(C)(C)C)O)O)OC(=O)C6=CC=CC=C6)(CO4)OC(=O)C)OC)C)OC. Drug 2: CN(C(=O)NC(C=O)C(C(C(CO)O)O)O)N=O. Cell line: MOLT-4. Synergy scores: CSS=64.1, Synergy_ZIP=4.47, Synergy_Bliss=3.52, Synergy_Loewe=-27.8, Synergy_HSA=4.28. (3) Drug 1: C1C(C(OC1N2C=NC3=C(N=C(N=C32)Cl)N)CO)O. Drug 2: C1CC(C1)(C(=O)O)C(=O)O.[NH2-].[NH2-].[Pt+2]. Cell line: UACC-257. Synergy scores: CSS=5.96, Synergy_ZIP=-5.16, Synergy_Bliss=1.47, Synergy_Loewe=-3.28, Synergy_HSA=1.99. (4) Drug 1: CNC(=O)C1=NC=CC(=C1)OC2=CC=C(C=C2)NC(=O)NC3=CC(=C(C=C3)Cl)C(F)(F)F. Drug 2: C#CCC(CC1=CN=C2C(=N1)C(=NC(=N2)N)N)C3=CC=C(C=C3)C(=O)NC(CCC(=O)O)C(=O)O. Cell line: SNB-75. Synergy scores: CSS=-0.174, Synergy_ZIP=2.97, Synergy_Bliss=7.82, Synergy_Loewe=-0.0280, Synergy_HSA=1.38. (5) Drug 2: CC1CCC2CC(C(=CC=CC=CC(CC(C(=O)C(C(C(=CC(C(=O)CC(OC(=O)C3CCCCN3C(=O)C(=O)C1(O2)O)C(C)CC4CCC(C(C4)OC)O)C)C)O)OC)C)C)C)OC. Synergy scores: CSS=39.4, Synergy_ZIP=-5.67, Synergy_Bliss=-3.76, Synergy_Loewe=-0.571, Synergy_HSA=1.36. Drug 1: CCC1=CC2CC(C3=C(CN(C2)C1)C4=CC=CC=C4N3)(C5=C(C=C6C(=C5)C78CCN9C7C(C=CC9)(C(C(C8N6C)(C(=O)OC)O)OC(=O)C)CC)OC)C(=O)OC.C(C(C(=O)O)O)(C(=O)O)O. Cell line: EKVX. (6) Drug 1: CS(=O)(=O)C1=CC(=C(C=C1)C(=O)NC2=CC(=C(C=C2)Cl)C3=CC=CC=N3)Cl. Drug 2: CCC1=CC2CC(C3=C(CN(C2)C1)C4=CC=CC=C4N3)(C5=C(C=C6C(=C5)C78CCN9C7C(C=CC9)(C(C(C8N6C)(C(=O)OC)O)OC(=O)C)CC)OC)C(=O)OC.C(C(C(=O)O)O)(C(=O)O)O. Cell line: SF-268. Synergy scores: CSS=42.5, Synergy_ZIP=11.1, Synergy_Bliss=9.96, Synergy_Loewe=-26.7, Synergy_HSA=7.87. (7) Drug 1: C1=CC(=C2C(=C1NCCNCCO)C(=O)C3=C(C=CC(=C3C2=O)O)O)NCCNCCO. Drug 2: CC1CCC2CC(C(=CC=CC=CC(CC(C(=O)C(C(C(=CC(C(=O)CC(OC(=O)C3CCCCN3C(=O)C(=O)C1(O2)O)C(C)CC4CCC(C(C4)OC)O)C)C)O)OC)C)C)C)OC. Cell line: MDA-MB-231. Synergy scores: CSS=40.3, Synergy_ZIP=-2.14, Synergy_Bliss=-2.15, Synergy_Loewe=4.26, Synergy_HSA=5.23. (8) Drug 1: C1CC(=O)NC(=O)C1N2CC3=C(C2=O)C=CC=C3N. Drug 2: CS(=O)(=O)OCCCCOS(=O)(=O)C. Cell line: SNB-75. Synergy scores: CSS=6.38, Synergy_ZIP=-1.75, Synergy_Bliss=-0.378, Synergy_Loewe=3.40, Synergy_HSA=1.02.